This data is from Full USPTO retrosynthesis dataset with 1.9M reactions from patents (1976-2016). The task is: Predict the reactants needed to synthesize the given product. (1) Given the product [ClH:15].[NH2:23][C:2]1[CH:3]=[C:4]([C@@:8]2([CH3:11])[NH:12][C:13](=[O:16])[CH2:14][O:10][CH2:9]2)[CH:5]=[CH:6][CH:7]=1, predict the reactants needed to synthesize it. The reactants are: Br[C:2]1[CH:3]=[C:4]([C@:8]([NH:12][C:13](=[O:16])[CH2:14][Cl:15])([CH3:11])[CH2:9][OH:10])[CH:5]=[CH:6][CH:7]=1.[K].CCSC([N:23](CC(C)C)CC(C)C)=O. (2) Given the product [NH2:9][C:7]1[CH:8]=[C:3]([CH2:1][CH3:2])[CH:4]=[C:5]([CH3:13])[C:6]=1[OH:12], predict the reactants needed to synthesize it. The reactants are: [CH2:1]([C:3]1[CH:8]=[C:7]([N+:9]([O-])=O)[C:6]([OH:12])=[C:5]([CH3:13])[CH:4]=1)[CH3:2]. (3) The reactants are: Br[C:2]1[CH:22]=[CH:21][C:5]([C:6]([N:8]2[CH2:13][CH2:12][N:11]([C:14]([O:16][C:17]([CH3:20])([CH3:19])[CH3:18])=[O:15])[CH2:10][CH2:9]2)=[O:7])=[CH:4][CH:3]=1.[N+:23]([C:26]1[CH:27]=[C:28](B(O)O)[CH:29]=[CH:30][CH:31]=1)([O-:25])=[O:24].P([O-])([O-])([O-])=O.[K+].[K+].[K+]. Given the product [N+:23]([C:26]1[CH:31]=[C:30]([C:21]2[C:5]([C:6]([N:8]3[CH2:13][CH2:12][N:11]([C:14]([O:16][C:17]([CH3:20])([CH3:19])[CH3:18])=[O:15])[CH2:10][CH2:9]3)=[O:7])=[CH:4][CH:3]=[CH:2][CH:22]=2)[CH:29]=[CH:28][CH:27]=1)([O-:25])=[O:24], predict the reactants needed to synthesize it. (4) The reactants are: Br[CH:2]([CH3:16])[C:3]([C:5]1[CH:15]=[CH:14][C:8]([O:9][CH2:10][C:11]([OH:13])=[O:12])=[CH:7][CH:6]=1)=[O:4].[CH3:17][NH2:18].O. Given the product [CH3:17][NH:18][CH:2]([CH3:16])[C:3]([C:5]1[CH:15]=[CH:14][C:8]([O:9][CH2:10][C:11]([OH:13])=[O:12])=[CH:7][CH:6]=1)=[O:4], predict the reactants needed to synthesize it.